This data is from Full USPTO retrosynthesis dataset with 1.9M reactions from patents (1976-2016). The task is: Predict the reactants needed to synthesize the given product. (1) Given the product [O:6]=[C:5]1[C:4](=[CH:1][CH2:2][NH:21][CH2:20][C:13]2([CH2:16][C:17]([O-:19])=[O:18])[CH2:14][CH2:15][CH2:10][CH2:11][CH2:12]2)[CH2:9][CH2:8][O:7]1.[NH2+:22]1[CH2:27][CH2:26][CH2:25][CH2:24][CH2:23]1, predict the reactants needed to synthesize it. The reactants are: [C:1]([CH:4]1[CH2:9][CH2:8][O:7][C:5]1=[O:6])(=O)[CH3:2].[CH2:10]1[CH2:15][CH2:14][C:13]([CH2:20][NH2:21])([CH2:16][C:17]([OH:19])=[O:18])[CH2:12][CH2:11]1.[NH:22]1[CH2:27][CH2:26][CH2:25][CH2:24][CH2:23]1. (2) Given the product [CH3:27][S:24]([O:23][C:20]1[CH:21]=[CH:22][C:16]2[O:15][CH2:14][CH:13]([CH2:12][N:29]([CH2:30][CH3:31])[CH3:28])[O:18][C:17]=2[CH:19]=1)(=[O:25])=[O:26], predict the reactants needed to synthesize it. The reactants are: CC1C=CC(S(O[CH2:12][CH:13]2[O:18][C:17]3[CH:19]=[C:20]([O:23][S:24]([CH3:27])(=[O:26])=[O:25])[CH:21]=[CH:22][C:16]=3[O:15][CH2:14]2)(=O)=O)=CC=1.[CH3:28][NH:29][CH2:30][CH3:31]. (3) Given the product [Cl:1][C:2]1[CH:7]=[C:6]([F:8])[CH:5]=[CH:4][C:3]=1[N:9]([CH2:24][O:25][C:26]([NH:28][C@@H:29]([C:34]([OH:36])=[O:35])[CH2:30][CH:31]([CH3:33])[CH3:32])=[O:27])[S:10]([CH:13]1[CH2:18][CH2:17][CH2:16][CH:15]=[C:14]1[C:19]([O:21][CH2:22][CH3:23])=[O:20])(=[O:11])=[O:12], predict the reactants needed to synthesize it. The reactants are: [Cl:1][C:2]1[CH:7]=[C:6]([F:8])[CH:5]=[CH:4][C:3]=1[N:9]([CH2:24][O:25][C:26]([NH:28][C@@H:29]([C:34]([O:36]CC1C=CC=CC=1)=[O:35])[CH2:30][CH:31]([CH3:33])[CH3:32])=[O:27])[S:10]([CH:13]1[CH2:18][CH2:17][CH2:16][CH:15]=[C:14]1[C:19]([O:21][CH2:22][CH3:23])=[O:20])(=[O:12])=[O:11]. (4) Given the product [CH:1]1([C:7]([NH:9][C:10]2[CH:15]=[C:14]([C:16]([F:18])([F:19])[F:17])[CH:13]=[CH:12][C:11]=2[NH:20][C:21]2[CH:22]=[C:23]([CH:29]=[CH:30][CH:31]=2)[C:24]([OH:26])=[O:25])=[O:8])[CH2:6][CH2:5][CH2:4][CH2:3][CH2:2]1, predict the reactants needed to synthesize it. The reactants are: [CH:1]1([C:7]([NH:9][C:10]2[CH:15]=[C:14]([C:16]([F:19])([F:18])[F:17])[CH:13]=[CH:12][C:11]=2[NH:20][C:21]2[CH:22]=[C:23]([CH:29]=[CH:30][CH:31]=2)[C:24]([O:26]CC)=[O:25])=[O:8])[CH2:6][CH2:5][CH2:4][CH2:3][CH2:2]1.CO.[OH-].[Na+].Cl.